This data is from Catalyst prediction with 721,799 reactions and 888 catalyst types from USPTO. The task is: Predict which catalyst facilitates the given reaction. (1) Reactant: [NH:1]([C:3]1[N:8]=[CH:7][CH:6]=[CH:5][N:4]=1)[NH2:2].C(N(CC)CC)C.C[O:17][C:18](=O)[N:19]=[C:20](SC)[C:21]([C:35]1[C:36]([F:47])=[C:37]2[C:42](=[C:43]([O:45][CH3:46])[CH:44]=1)[O:41][CH2:40][CH2:39][CH2:38]2)=[N:22][C:23]1[CH:28]=[CH:27][C:26]([C:29]2[N:33]=[C:32]([CH3:34])[O:31][N:30]=2)=[CH:25][CH:24]=1. Product: [F:47][C:36]1[C:35]([CH:21]([NH:22][C:23]2[CH:28]=[CH:27][C:26]([C:29]3[N:33]=[C:32]([CH3:34])[O:31][N:30]=3)=[CH:25][CH:24]=2)[C:20]2[NH:19][C:18](=[O:17])[N:1]([C:3]3[N:8]=[CH:7][CH:6]=[CH:5][N:4]=3)[N:2]=2)=[CH:44][C:43]([O:45][CH3:46])=[C:42]2[C:37]=1[CH2:38][CH2:39][CH2:40][O:41]2. The catalyst class is: 3. (2) Reactant: [CH2:1]([S:3]([CH2:6][CH2:7][N:8]([CH3:29])[C:9]1[N:20]2[C:12]([CH:13]=[N:14][C:15]3[N:16](COCC[Si](C)(C)C)[CH:17]=[CH:18][C:19]=32)=[CH:11][CH:10]=1)(=[O:5])=[O:4])[CH3:2].C(O)(C(F)(F)F)=O. Product: [CH2:1]([S:3]([CH2:6][CH2:7][N:8]([CH3:29])[C:9]1[N:20]2[C:12]([CH:13]=[N:14][C:15]3[NH:16][CH:17]=[CH:18][C:19]=32)=[CH:11][CH:10]=1)(=[O:4])=[O:5])[CH3:2]. The catalyst class is: 2.